This data is from Catalyst prediction with 721,799 reactions and 888 catalyst types from USPTO. The task is: Predict which catalyst facilitates the given reaction. Reactant: [NH:1]1[C:9]2[C:4](=[C:5]([O:10][CH2:11][CH:12]3[O:14][CH2:13]3)[CH:6]=[CH:7][CH:8]=2)[CH:3]=[CH:2]1.[H-].[Na+].[S:17](Cl)([C:20]1[CH:26]=[CH:25][C:23]([CH3:24])=[CH:22][CH:21]=1)(=[O:19])=[O:18]. Product: [S:17]([N:1]1[C:9]2[C:4](=[C:5]([O:10][CH2:11][CH:12]3[O:14][CH2:13]3)[CH:6]=[CH:7][CH:8]=2)[CH:3]=[CH:2]1)([C:20]1[CH:26]=[CH:25][C:23]([CH3:24])=[CH:22][CH:21]=1)(=[O:19])=[O:18]. The catalyst class is: 20.